Predict the product of the given reaction. From a dataset of Forward reaction prediction with 1.9M reactions from USPTO patents (1976-2016). (1) Given the reactants [F:1][CH:2]([F:12])[C:3]1[CH:11]=[CH:10][C:6]([C:7]([OH:9])=O)=[CH:5][CH:4]=1.CN(C(ON1N=NC2C=CC=NC1=2)=[N+](C)C)C.F[P-](F)(F)(F)(F)F.[CH2:37]([O:44][C:45]([N:47]([CH2:54][C:55]1[CH:77]=[CH:76][C:58]2[N:59]([CH2:63][CH:64]3[CH2:68][CH2:67][CH2:66][N:65]3[C:69]([O:71][C:72]([CH3:75])([CH3:74])[CH3:73])=[O:70])[C:60](=[NH:62])[NH:61][C:57]=2[CH:56]=1)[C@H:48]([C:50]([CH3:53])([CH3:52])[CH3:51])[CH3:49])=[O:46])[C:38]1[CH:43]=[CH:42][CH:41]=[CH:40][CH:39]=1.CCN(C(C)C)C(C)C, predict the reaction product. The product is: [CH2:37]([O:44][C:45]([N:47]([CH2:54][C:55]1[CH:77]=[CH:76][C:58]2[N:59]([CH2:63][CH:64]3[CH2:68][CH2:67][CH2:66][N:65]3[C:69]([O:71][C:72]([CH3:75])([CH3:74])[CH3:73])=[O:70])[C:60]([NH:62][C:7](=[O:9])[C:6]3[CH:5]=[CH:4][C:3]([CH:2]([F:1])[F:12])=[CH:11][CH:10]=3)=[N:61][C:57]=2[CH:56]=1)[C@H:48]([C:50]([CH3:51])([CH3:53])[CH3:52])[CH3:49])=[O:46])[C:38]1[CH:39]=[CH:40][CH:41]=[CH:42][CH:43]=1. (2) Given the reactants [F:1][C:2]1[CH:3]=[C:4]([CH:8]2[CH2:12][CH2:11][CH2:10][N:9]2[C:13]2[CH:18]=[CH:17][N:16]3[N:19]=[CH:20][C:21](/[CH:22]=[CH:23]/[C:24]([OH:26])=O)=[C:15]3[N:14]=2)[CH:5]=[N:6][CH:7]=1.Cl.[CH3:28][NH:29][CH3:30].CCN(C(C)C)C(C)C.CN(C(ON1N=NC2C=CC=NC1=2)=[N+](C)C)C.F[P-](F)(F)(F)(F)F, predict the reaction product. The product is: [F:1][C:2]1[CH:3]=[C:4]([CH:8]2[CH2:12][CH2:11][CH2:10][N:9]2[C:13]2[CH:18]=[CH:17][N:16]3[N:19]=[CH:20][C:21](/[CH:22]=[CH:23]/[C:24]([N:29]([CH3:30])[CH3:28])=[O:26])=[C:15]3[N:14]=2)[CH:5]=[N:6][CH:7]=1. (3) Given the reactants [Cl:1][C:2]1[CH:3]=[CH:4][C:5]2[N:11]3[CH:12]=[CH:13][CH:14]=[C:10]3[C@@H:9]([CH2:15][C:16]([O:18]C)=[O:17])[O:8][C@H:7]([C:20]3[C:29]4[C:24](=[CH:25][CH:26]=[CH:27][CH:28]=4)[CH:23]=[CH:22][CH:21]=3)[C:6]=2[CH:30]=1.CO.[OH-].[Na+].C(O)(=O)CC(CC(O)=O)(C(O)=O)O, predict the reaction product. The product is: [Cl:1][C:2]1[CH:3]=[CH:4][C:5]2[N:11]3[CH:12]=[CH:13][CH:14]=[C:10]3[C@@H:9]([CH2:15][C:16]([OH:18])=[O:17])[O:8][C@H:7]([C:20]3[C:29]4[C:24](=[CH:25][CH:26]=[CH:27][CH:28]=4)[CH:23]=[CH:22][CH:21]=3)[C:6]=2[CH:30]=1. (4) Given the reactants [CH2:1]([O:3][C:4]([C:6]1[C:14]2[C:9](=[CH:10][C:11]([N+:16]([O-:18])=[O:17])=[C:12]([F:15])[CH:13]=2)[NH:8][C:7]=1[CH:19]([CH3:21])[CH3:20])=[O:5])[CH3:2].[CH2:22](Br)[C:23]1[CH:28]=[CH:27][CH:26]=[CH:25][CH:24]=1, predict the reaction product. The product is: [CH2:1]([O:3][C:4]([C:6]1[C:14]2[C:9](=[CH:10][C:11]([N+:16]([O-:18])=[O:17])=[C:12]([F:15])[CH:13]=2)[N:8]([CH2:22][C:23]2[CH:28]=[CH:27][CH:26]=[CH:25][CH:24]=2)[C:7]=1[CH:19]([CH3:20])[CH3:21])=[O:5])[CH3:2]. (5) Given the reactants O[C:2]1[N:7]2[N:8]=[CH:9][CH:10]=[C:6]2[N:5]=[C:4]([S:11][CH3:12])[C:3]=1[C:13]#[N:14].CN(C)C1C=CC=CC=1.P(Cl)(Cl)([Cl:26])=O, predict the reaction product. The product is: [Cl:26][C:2]1[N:7]2[N:8]=[CH:9][CH:10]=[C:6]2[N:5]=[C:4]([S:11][CH3:12])[C:3]=1[C:13]#[N:14].